Dataset: Reaction yield outcomes from USPTO patents with 853,638 reactions. Task: Predict the reaction yield, written as a fraction of the theoretical maximum amount of product (1.0 means a 100% yield; for example, 0.34 means a 34% yield). (1) The reactants are OO.[Br:3][C:4]1[CH:9]=[CH:8][CH:7]=[CH:6][C:5]=1[S:10]([C:13]1([C:18]#[N:19])[CH2:17][CH2:16][CH2:15][CH2:14]1)(=[O:12])=[O:11].C([O-])([O-])=[O:21].[K+].[K+].CS(C)=O. The catalyst is O. The product is [Br:3][C:4]1[CH:9]=[CH:8][CH:7]=[CH:6][C:5]=1[S:10]([C:13]1([C:18]([NH2:19])=[O:21])[CH2:17][CH2:16][CH2:15][CH2:14]1)(=[O:12])=[O:11]. The yield is 0.890. (2) The reactants are [N:1]1([CH:10]([C:15]2[CH:20]=[CH:19][CH:18]=[CH:17][CH:16]=2)[CH:11]([OH:14])[CH2:12][OH:13])[C:9]2[C:4](=[CH:5][CH:6]=[CH:7][CH:8]=2)[CH:3]=[CH:2]1.[C:21]1([CH3:31])[CH:26]=[CH:25][C:24]([S:27](Cl)(=[O:29])=[O:28])=[CH:23][CH:22]=1. The catalyst is N1C=CC=CC=1.O. The product is [OH:14][CH:11]([CH:10]([N:1]1[C:9]2[C:4](=[CH:5][CH:6]=[CH:7][CH:8]=2)[CH:3]=[CH:2]1)[C:15]1[CH:20]=[CH:19][CH:18]=[CH:17][CH:16]=1)[CH2:12][O:13][S:27]([C:24]1[CH:25]=[CH:26][C:21]([CH3:31])=[CH:22][CH:23]=1)(=[O:29])=[O:28]. The yield is 0.690. (3) The reactants are C[O:2][C:3](=O)[CH2:4][O:5][C:6]1[N:27]=[CH:26][C:9]2[C:10]3[N:14]([CH2:15][CH2:16][O:17][C:8]=2[CH:7]=1)[CH:13]=[C:12]([C:18]1[N:19]([CH:23]([CH3:25])[CH3:24])[N:20]=[CH:21][N:22]=1)[N:11]=3.[NH3:29]. The catalyst is CO. The product is [CH:23]([N:19]1[C:18]([C:12]2[N:11]=[C:10]3[C:9]4[CH:26]=[N:27][C:6]([O:5][CH2:4][C:3]([NH2:29])=[O:2])=[CH:7][C:8]=4[O:17][CH2:16][CH2:15][N:14]3[CH:13]=2)=[N:22][CH:21]=[N:20]1)([CH3:25])[CH3:24]. The yield is 0.500. (4) The yield is 0.690. The reactants are [CH2:1]([N:3]1[CH:7]=[C:6]([C:8]2[CH:9]=[C:10]([CH:12]=[CH:13][CH:14]=2)[NH2:11])[C:5]([C:15]2[CH:20]=[CH:19][N:18]=[CH:17][CH:16]=2)=[N:4]1)[CH3:2].[F:21][C:22]1[CH:27]=[CH:26][C:25]([N:28]=[C:29]=[O:30])=[CH:24][C:23]=1[C:31]([F:34])([F:33])[F:32]. The product is [CH2:1]([N:3]1[CH:7]=[C:6]([C:8]2[CH:9]=[C:10]([NH:11][C:29]([NH:28][C:25]3[CH:26]=[CH:27][C:22]([F:21])=[C:23]([C:31]([F:33])([F:32])[F:34])[CH:24]=3)=[O:30])[CH:12]=[CH:13][CH:14]=2)[C:5]([C:15]2[CH:16]=[CH:17][N:18]=[CH:19][CH:20]=2)=[N:4]1)[CH3:2]. The catalyst is C(Cl)Cl. (5) The reactants are [CH3:1][C:2]1[CH2:7][CH2:6][CH2:5][C:4]([CH3:9])([CH3:8])[C:3]=1[CH:10]=O.[NH2:12][C:13]1[CH:14]=[C:15]([CH:19]=[CH:20][CH:21]=1)[C:16]([NH2:18])=[O:17].C(O)(=O)C.C([BH3-])#N.[Na+]. The catalyst is CO. The product is [CH3:1][C:2]1[CH2:7][CH2:6][CH2:5][C:4]([CH3:8])([CH3:9])[C:3]=1[CH2:10][NH:12][C:13]1[CH:14]=[C:15]([CH:19]=[CH:20][CH:21]=1)[C:16]([NH2:18])=[O:17]. The yield is 0.880. (6) The reactants are [Br:1][C:2]1[CH:16]=[N:15][C:5]2[NH:6][C:7]3[CH:12]=[N:11][C:10]([C:13]#[N:14])=[CH:9][C:8]=3[C:4]=2[CH:3]=1.[H-].[Na+].[CH3:19][Si:20]([CH3:27])([CH3:26])[CH2:21][CH2:22][O:23][CH2:24]Cl.O. The catalyst is CN(C=O)C. The product is [Br:1][C:2]1[CH:16]=[N:15][C:5]2[N:6]([CH2:24][O:23][CH2:22][CH2:21][Si:20]([CH3:27])([CH3:26])[CH3:19])[C:7]3[CH:12]=[N:11][C:10]([C:13]#[N:14])=[CH:9][C:8]=3[C:4]=2[CH:3]=1. The yield is 0.620. (7) The reactants are [F:1][C:2]1[CH:3]=[C:4]([C:8]2[C:13]3[C:14](=[O:30])[N:15]4[CH2:22][CH2:21][N:20](C(OC(C)(C)C)=O)[CH2:19][CH:16]4[CH2:17][O:18][C:12]=3[CH:11]=[CH:10][CH:9]=2)[CH:5]=[CH:6][CH:7]=1.C(OCC)(=O)C.[ClH:37]. No catalyst specified. The product is [ClH:37].[F:1][C:2]1[CH:3]=[C:4]([C:8]2[C:13]3[C:14](=[O:30])[N:15]4[CH2:22][CH2:21][NH:20][CH2:19][CH:16]4[CH2:17][O:18][C:12]=3[CH:11]=[CH:10][CH:9]=2)[CH:5]=[CH:6][CH:7]=1. The yield is 0.930. (8) The reactants are Cl.[NH2:2][C@H:3]1[C@@H:8]2[CH2:9][C@@H:5]([CH2:6][CH2:7]2)[C@H:4]1[C:10]([O:12][CH3:13])=[O:11].C([O-])(=O)C.[Na+].[F:19][C:20]1[CH:27]=[CH:26][C:23]([CH:24]=O)=[CH:22][CH:21]=1.C([BH3-])#N.[Na+].C(=O)(O)[O-].[Na+]. The catalyst is CO.C(OCC)(=O)C. The product is [F:19][C:20]1[CH:27]=[CH:26][C:23]([CH2:24][NH:2][C@H:3]2[C@@H:8]3[CH2:9][C@@H:5]([CH2:6][CH2:7]3)[C@H:4]2[C:10]([O:12][CH3:13])=[O:11])=[CH:22][CH:21]=1. The yield is 0.920. (9) The yield is 0.0800. The catalyst is CC#N. The product is [F:33][C:34]1[CH:39]=[CH:38][C:37]([C:40]2[N:43]=[C:13]([CH:12]([N:8]3[C:9]4[C:5](=[C:4]([C:17]([F:20])([F:19])[F:18])[C:3]([C:1]#[N:2])=[CH:11][CH:10]=4)[CH:6]=[CH:7]3)[CH3:16])[O:15][N:41]=2)=[CH:36][CH:35]=1. The reactants are [C:1]([C:3]1[C:4]([C:17]([F:20])([F:19])[F:18])=[C:5]2[C:9](=[CH:10][CH:11]=1)[N:8]([CH:12]([CH3:16])[C:13]([OH:15])=O)[CH:7]=[CH:6]2)#[N:2].C1N=CN(C(N2C=NC=C2)=O)C=1.[F:33][C:34]1[CH:39]=[CH:38][C:37]([C:40](=[NH:43])[NH:41]O)=[CH:36][CH:35]=1. (10) The reactants are [N+:1]([C:4]1[C:12]([N+:13]([O-])=O)=[CH:11][C:7]2[O:8][CH2:9][O:10][C:6]=2[CH:5]=1)([O-:3])=[O:2]. The catalyst is C(O)(=O)C. The product is [N+:1]([C:4]1[C:12]([NH2:13])=[CH:11][C:7]2[O:8][CH2:9][O:10][C:6]=2[CH:5]=1)([O-:3])=[O:2]. The yield is 0.840.